Dataset: Full USPTO retrosynthesis dataset with 1.9M reactions from patents (1976-2016). Task: Predict the reactants needed to synthesize the given product. Given the product [NH2:20][C:18]1[C:19]2=[C:11]([C:7]3[CH:8]=[CH:9][C:10]4[C:5]([CH:6]=3)=[N:4][N:3]([CH2:31][C:32]3[CH:37]=[CH:36][CH:35]=[CH:34][CH:33]=3)[C:2]=4[NH:1][C:38](=[O:40])[CH3:39])[CH:12]=[C:13]([CH:21]3[CH2:26][CH2:25][N:24]([S:27]([CH3:30])(=[O:29])=[O:28])[CH2:23][CH2:22]3)[N:14]2[N:15]=[CH:16][N:17]=1, predict the reactants needed to synthesize it. The reactants are: [NH2:1][C:2]1[N:3]([CH2:31][C:32]2[CH:37]=[CH:36][CH:35]=[CH:34][CH:33]=2)[N:4]=[C:5]2[C:10]=1[CH:9]=[CH:8][C:7]([C:11]1[CH:12]=[C:13]([CH:21]3[CH2:26][CH2:25][N:24]([S:27]([CH3:30])(=[O:29])=[O:28])[CH2:23][CH2:22]3)[N:14]3[C:19]=1[C:18]([NH2:20])=[N:17][CH:16]=[N:15]3)=[CH:6]2.[C:38](Cl)(=[O:40])[CH3:39].